From a dataset of Reaction yield outcomes from USPTO patents with 853,638 reactions. Predict the reaction yield, written as a fraction of the theoretical maximum amount of product (1.0 means a 100% yield; for example, 0.34 means a 34% yield). (1) The reactants are [CH2:1]([O:3][C:4]([C:6]12[CH2:13][CH2:12][C:9]([NH:14][CH2:15][C:16]([N:18]3[CH2:22][C@@H:21]([F:23])[CH2:20][C@H:19]3[C:24]([NH2:26])=O)=[O:17])([CH2:10][CH2:11]1)[CH2:8][CH2:7]2)=[O:5])[CH3:2].CS(OS(C)(=O)=O)(=O)=O.FC(F)(F)C(O)=O. No catalyst specified. The product is [CH2:1]([O:3][C:4]([C:6]12[CH2:13][CH2:12][C:9]([NH:14][CH2:15][C:16]([N:18]3[CH2:22][C@@H:21]([F:23])[CH2:20][C@H:19]3[C:24]#[N:26])=[O:17])([CH2:10][CH2:11]1)[CH2:8][CH2:7]2)=[O:5])[CH3:2]. The yield is 0.710. (2) The reactants are C([NH:5][S:6]([C:9]1[S:10][C:11]([C:14]2[CH:19]=[CH:18][CH:17]=[C:16]([C:20]3[N:25]=[C:24]([CH3:26])[CH:23]=[C:22]([C:27]4[CH:28]=[N:29][C:30]([C:33]([F:36])([F:35])[F:34])=[CH:31][CH:32]=4)[N:21]=3)[CH:15]=2)=[CH:12][CH:13]=1)(=[O:8])=[O:7])(C)(C)C.C(O)(C(F)(F)F)=O. The catalyst is ClCCl. The product is [CH3:26][C:24]1[CH:23]=[C:22]([C:27]2[CH:28]=[N:29][C:30]([C:33]([F:35])([F:36])[F:34])=[CH:31][CH:32]=2)[N:21]=[C:20]([C:16]2[CH:15]=[C:14]([C:11]3[S:10][C:9]([S:6]([NH2:5])(=[O:8])=[O:7])=[CH:13][CH:12]=3)[CH:19]=[CH:18][CH:17]=2)[N:25]=1. The yield is 0.0300. (3) The reactants are [N+:1]([O-:4])(O)=[O:2].[OH:5][C:6]1[CH:11]=[C:10]([CH3:12])[NH:9][C:8](=[O:13])[CH:7]=1. No catalyst specified. The product is [OH:5][C:6]1[CH:11]=[C:10]([CH3:12])[NH:9][C:8](=[O:13])[C:7]=1[N+:1]([O-:4])=[O:2]. The yield is 0.800. (4) The reactants are [C:1]1([C:7]2[CH:11]=[C:10]([NH2:12])[NH:9][N:8]=2)[CH:6]=[CH:5][CH:4]=[CH:3][CH:2]=1.[Br:13][CH:14]([CH:17]=O)[CH:15]=O. No catalyst specified. The product is [Br:13][C:14]1[CH:15]=[C:11]2[C:7]([C:1]3[CH:2]=[CH:3][CH:4]=[CH:5][CH:6]=3)=[N:8][NH:9][C:10]2=[N:12][CH:17]=1. The yield is 0.130. (5) The reactants are [NH2:1][CH2:2][C:3]1[C:4]([F:20])=[C:5]([O:10][C:11]2[CH:12]=[C:13]([CH:16]=[C:17]([Cl:19])[CH:18]=2)[C:14]#[N:15])[C:6]([Cl:9])=[CH:7][CH:8]=1.CCN(C(C)C)C(C)C.[O:30]1[C:34]([C:35](O)=[O:36])=[CH:33][CH:32]=[N:31]1.CN(C(ON1N=NC2C=CC=NC1=2)=[N+](C)C)C.F[P-](F)(F)(F)(F)F. The catalyst is CN(C=O)C.CO. The product is [Cl:9][C:6]1[CH:7]=[CH:8][C:3]([CH2:2][NH:1][C:35]([C:34]2[O:30][N:31]=[CH:32][CH:33]=2)=[O:36])=[C:4]([F:20])[C:5]=1[O:10][C:11]1[CH:12]=[C:13]([C:14]#[N:15])[CH:16]=[C:17]([Cl:19])[CH:18]=1. The yield is 0.460. (6) The reactants are [OH:1][CH:2]1[CH:7]([NH:8][CH2:9][CH2:10][CH2:11][CH:12]2[N:16]([C:17]([O:19][CH2:20][C:21]3[CH:26]=[CH:25][C:24]([O:27][C@H:28]4[C@H:33]([O:34]C(=O)C)[C@@H:32]([O:38]C(=O)C)[C@H:31]([O:42]C(=O)C)[C@@H:30]([C:46]([O:48]C)=[O:47])[O:29]4)=[C:23]([NH:50][C:51](=[O:72])[CH2:52][CH2:53][NH:54]C(OCC4C5C=CC=CC=5C5C4=CC=CC=5)=O)[CH:22]=3)=[O:18])[CH2:15][CH2:14][O:13]2)[CH2:6][CH:5]([O:73][CH:74]2[C:91]3[C:78](=[C:79]([OH:97])[C:80]4[C:81](=[O:96])[C:82]5[C:87]([C:88](=[O:93])[C:89]=4[C:90]=3[OH:92])=[C:86]([O:94][CH3:95])[CH:85]=[CH:84][CH:83]=5)[CH2:77][C@@:76]([OH:102])([C:98](=[O:101])[CH2:99][OH:100])[CH2:75]2)[O:4][CH:3]1[CH3:103].C(O)(=O)C.N1CCCCC1. The yield is 0.270. The catalyst is CO.O.CN(C=O)C. The product is [NH2:54][CH2:53][CH2:52][C:51]([NH:50][C:23]1[CH:22]=[C:21]([CH2:20][O:19][C:17]([N:16]2[CH2:15][CH2:14][O:13][CH:12]2[CH2:11][CH2:10][CH2:9][NH:8][CH:7]2[CH2:6][CH:5]([O:73][CH:74]3[C:91]4[C:78](=[C:79]([OH:97])[C:80]5[C:81](=[O:96])[C:82]6[C:87]([C:88](=[O:93])[C:89]=5[C:90]=4[OH:92])=[C:86]([O:94][CH3:95])[CH:85]=[CH:84][CH:83]=6)[CH2:77][C@@:76]([OH:102])([C:98](=[O:101])[CH2:99][OH:100])[CH2:75]3)[O:4][CH:3]([CH3:103])[CH:2]2[OH:1])=[O:18])[CH:26]=[CH:25][C:24]=1[O:27][C@@H:28]1[O:29][C@H:30]([C:46]([OH:48])=[O:47])[C@@H:31]([OH:42])[C@H:32]([OH:38])[C@H:33]1[OH:34])=[O:72].